Dataset: Reaction yield outcomes from USPTO patents with 853,638 reactions. Task: Predict the reaction yield, written as a fraction of the theoretical maximum amount of product (1.0 means a 100% yield; for example, 0.34 means a 34% yield). (1) The reactants are Br[C:2]1[CH:7]=[CH:6][C:5]([S:8]([NH:11][CH2:12][CH:13]2[CH2:15][CH2:14]2)(=[O:10])=[O:9])=[C:4]([C:16]([F:19])([F:18])[F:17])[CH:3]=1.[C:20]([C:22]1[N:26]([CH3:27])[C:25](B(O)O)=[CH:24][CH:23]=1)#[N:21].[F-].[K+]. The catalyst is C1C=CC(/C=C/C(/C=C/C2C=CC=CC=2)=O)=CC=1.C1C=CC(/C=C/C(/C=C/C2C=CC=CC=2)=O)=CC=1.C1C=CC(/C=C/C(/C=C/C2C=CC=CC=2)=O)=CC=1.[Pd].[Pd].C(P(C(C)(C)C)C(C)(C)C)(C)(C)C. The product is [C:20]([C:22]1[N:26]([CH3:27])[C:25]([C:2]2[CH:7]=[CH:6][C:5]([S:8]([NH:11][CH2:12][CH:13]3[CH2:15][CH2:14]3)(=[O:10])=[O:9])=[C:4]([C:16]([F:19])([F:18])[F:17])[CH:3]=2)=[CH:24][CH:23]=1)#[N:21]. The yield is 0.530. (2) The reactants are C(OC([N:8]1[CH2:13][CH2:12][CH2:11][C@H:10]([C:14]([OH:16])=[O:15])[CH2:9]1)=O)(C)(C)C.C(Cl)[Cl:18]. The catalyst is Cl.O1CCOCC1. The product is [ClH:18].[NH:8]1[CH2:13][CH2:12][CH2:11][C@H:10]([C:14]([OH:16])=[O:15])[CH2:9]1. The yield is 1.00. (3) The reactants are [C:1](=[NH:25])([O:3][CH2:4][CH2:5][C:6]1[CH:11]=[C:10]([F:12])[C:9]([O:13][C:14]2[CH:15]=[N:16][C:17]([C:20]([F:23])([F:22])[F:21])=[N:18][CH:19]=2)=[C:8]([F:24])[CH:7]=1)[NH2:2].FC(F)(F)C([O-])=O.[CH:33]([CH:35]([CH2:40][C:41]1[CH:42]=[N:43][CH:44]=[N:45][CH:46]=1)[C:36](OC)=O)=[O:34].C([O-])([O-])=O.[K+].[K+]. The catalyst is O1CCOCC1. The product is [F:12][C:10]1[CH:11]=[C:6]([CH:7]=[C:8]([F:24])[C:9]=1[O:13][C:14]1[CH:19]=[N:18][C:17]([C:20]([F:21])([F:22])[F:23])=[N:16][CH:15]=1)[CH2:5][CH2:4][O:3][C:1]1[NH:2][CH:36]=[C:35]([CH2:40][C:41]2[CH:46]=[N:45][CH:44]=[N:43][CH:42]=2)[C:33](=[O:34])[N:25]=1. The yield is 0.338. (4) The reactants are [CH:1]([CH:3]1[CH2:5][CH:4]1[C:6]([O:8][CH2:9][CH3:10])=[O:7])=O.[C:11]1([CH:17]([N:24]2[CH2:29][CH2:28][NH:27][CH2:26][CH2:25]2)[C:18]2[CH:23]=[CH:22][CH:21]=[CH:20][CH:19]=2)[CH:16]=[CH:15][CH:14]=[CH:13][CH:12]=1. The catalyst is ClC(Cl)C. The product is [C:18]1([CH:17]([C:11]2[CH:16]=[CH:15][CH:14]=[CH:13][CH:12]=2)[N:24]2[CH2:25][CH2:26][N:27]([CH2:1][CH:3]3[CH2:5][CH:4]3[C:6]([O:8][CH2:9][CH3:10])=[O:7])[CH2:28][CH2:29]2)[CH:19]=[CH:20][CH:21]=[CH:22][CH:23]=1. The yield is 0.920. (5) The reactants are C(OC([NH:8][C:9]1[CH:14]=[CH:13][CH:12]=[CH:11][C:10]=1[NH:15][C:16](=[O:29])[C:17]1[CH:22]=[CH:21][C:20]([C:23]2[CH:28]=[CH:27][N:26]=[CH:25][CH:24]=2)=[N:19][CH:18]=1)=O)(C)(C)C.Cl. The catalyst is O1CCOCC1. The product is [NH2:8][C:9]1[CH:14]=[CH:13][CH:12]=[CH:11][C:10]=1[NH:15][C:16](=[O:29])[C:17]1[CH:22]=[CH:21][C:20]([C:23]2[CH:28]=[CH:27][N:26]=[CH:25][CH:24]=2)=[N:19][CH:18]=1. The yield is 0.510. (6) The reactants are Cl[C:2]1[C:7]([C:8]([O:10][CH2:11][CH3:12])=[O:9])=[C:6]([CH3:13])[N:5]=[C:4]([S:14][CH3:15])[N:3]=1.[CH3:16][N:17]1[C:21]([CH3:22])=[C:20](B2OC(C)(C)C(C)(C)O2)[CH:19]=[N:18]1.C(=O)([O-])[O-].[Na+].[Na+]. The catalyst is CC(N(C)C)=O.C1C=CC(P(C2C=CC=CC=2)[C-]2C=CC=C2)=CC=1.C1C=CC(P(C2C=CC=CC=2)[C-]2C=CC=C2)=CC=1.Cl[Pd]Cl.[Fe+2]. The product is [CH3:16][N:17]1[C:21]([CH3:22])=[C:20]([C:2]2[C:7]([C:8]([O:10][CH2:11][CH3:12])=[O:9])=[C:6]([CH3:13])[N:5]=[C:4]([S:14][CH3:15])[N:3]=2)[CH:19]=[N:18]1. The yield is 0.710. (7) The reactants are Cl[C:2]1[C:11]2[C:6](=[CH:7][C:8]([O:14][CH2:15][CH2:16][CH2:17][N:18]3[CH2:22][CH2:21][CH2:20][CH2:19]3)=[C:9]([O:12][CH3:13])[CH:10]=2)[N:5]=[CH:4][N:3]=1.C(=O)([O-])[O-].[K+].[K+].[OH:29][C:30]1[CH:31]=[C:32]2[C:36](=[CH:37][CH:38]=1)[N:35]([CH3:39])[CH:34]=[CH:33]2. The catalyst is CC(N(C)C)=O. The product is [CH3:13][O:12][C:9]1[CH:10]=[C:11]2[C:6](=[CH:7][C:8]=1[O:14][CH2:15][CH2:16][CH2:17][N:18]1[CH2:22][CH2:21][CH2:20][CH2:19]1)[N:5]=[CH:4][N:3]=[C:2]2[O:29][C:30]1[CH:31]=[C:32]2[C:36](=[CH:37][CH:38]=1)[N:35]([CH3:39])[CH:34]=[CH:33]2. The yield is 0.440. (8) The yield is 1.00. The product is [CH2:12]([N:9]1[C:10](=[O:11])[C:5]([C:3]([OH:4])=[O:2])=[C:6]([CH3:44])[N:7]=[C:8]1[C@@:19]([N:23]([CH2:33][CH2:34][CH2:35][NH:36][C:37]([O:39][C:40]([CH3:41])([CH3:43])[CH3:42])=[O:38])[C:24]([C:26]1[CH:31]=[CH:30][C:29]([CH3:32])=[CH:28][CH:27]=1)=[O:25])([CH3:22])[CH2:20][CH3:21])[C:13]1[CH:18]=[CH:17][CH:16]=[CH:15][CH:14]=1. The catalyst is C1COCC1. The reactants are C[O:2][C:3]([C:5]1[C:10](=[O:11])[N:9]([CH2:12][C:13]2[CH:18]=[CH:17][CH:16]=[CH:15][CH:14]=2)[C:8]([C@@:19]([N:23]([CH2:33][CH2:34][CH2:35][NH:36][C:37]([O:39][C:40]([CH3:43])([CH3:42])[CH3:41])=[O:38])[C:24]([C:26]2[CH:31]=[CH:30][C:29]([CH3:32])=[CH:28][CH:27]=2)=[O:25])([CH3:22])[CH2:20][CH3:21])=[N:7][C:6]=1[CH3:44])=[O:4].CO.[OH-].[K+]. (9) The product is [Br:22][C:19]1[O:18][C:17]([C:7]2[N:6]=[C:5]3[NH:4][N:3]=[C:2]([Cl:1])[C:10]3=[CH:9][C:8]=2[C:11]2[CH:16]=[CH:15][N:14]=[CH:13][N:12]=2)=[CH:21][CH:20]=1. The catalyst is C(Cl)(Cl)Cl.C(#N)C. The yield is 0.0900. The reactants are [Cl:1][C:2]1[C:10]2[C:5](=[N:6][C:7]([C:17]3[O:18][CH:19]=[CH:20][CH:21]=3)=[C:8]([C:11]3[CH:16]=[CH:15][N:14]=[CH:13][N:12]=3)[CH:9]=2)[NH:4][N:3]=1.[Br:22]Br.